This data is from Reaction yield outcomes from USPTO patents with 853,638 reactions. The task is: Predict the reaction yield, written as a fraction of the theoretical maximum amount of product (1.0 means a 100% yield; for example, 0.34 means a 34% yield). (1) The reactants are [NH2:1][C:2]1[CH:3]=[C:4]2[C:8](=[CH:9][CH:10]=1)[N:7]([CH2:11][C:12]1[CH:17]=[CH:16][CH:15]=[CH:14][CH:13]=1)[C:6]([C:18]([O:20]CC)=[O:19])=[C:5]2[C:23]1[CH:28]=[CH:27][CH:26]=[CH:25][CH:24]=1.C(N(C(C)C)CC)(C)C.[F:38][C:39]([F:52])([F:51])[O:40][C:41]1[CH:46]=[CH:45][C:44]([S:47](Cl)(=[O:49])=[O:48])=[CH:43][CH:42]=1.O.[OH-].[Li+]. The catalyst is C(Cl)Cl. The product is [CH2:11]([N:7]1[C:8]2[C:4](=[CH:3][C:2]([NH:1][S:47]([C:44]3[CH:43]=[CH:42][C:41]([O:40][C:39]([F:38])([F:51])[F:52])=[CH:46][CH:45]=3)(=[O:49])=[O:48])=[CH:10][CH:9]=2)[C:5]([C:23]2[CH:24]=[CH:25][CH:26]=[CH:27][CH:28]=2)=[C:6]1[C:18]([OH:20])=[O:19])[C:12]1[CH:13]=[CH:14][CH:15]=[CH:16][CH:17]=1. The yield is 0.450. (2) The reactants are [CH2:1]([O:8][C:9]1[CH:10]=[C:11]([C:15]2[CH:30]=[C:18]3[N:19]=[C:20]([CH3:29])[C:21]([CH2:24][C:25]([O:27][CH3:28])=[O:26])=[C:22](O)[N:17]3[N:16]=2)[CH:12]=[CH:13][CH:14]=1)[C:2]1[CH:7]=[CH:6][CH:5]=[CH:4][CH:3]=1.O=P(Cl)(Cl)[Cl:33]. No catalyst specified. The product is [CH2:1]([O:8][C:9]1[CH:10]=[C:11]([C:15]2[CH:30]=[C:18]3[N:19]=[C:20]([CH3:29])[C:21]([CH2:24][C:25]([O:27][CH3:28])=[O:26])=[C:22]([Cl:33])[N:17]3[N:16]=2)[CH:12]=[CH:13][CH:14]=1)[C:2]1[CH:7]=[CH:6][CH:5]=[CH:4][CH:3]=1. The yield is 0.840. (3) The reactants are C[O:2][C:3](=[O:24])[CH:4]([C:11]1[CH:16]=[CH:15][C:14]([S:17]([CH3:20])(=[O:19])=[O:18])=[C:13]([N+:21]([O-:23])=[O:22])[CH:12]=1)[CH2:5][CH:6]1[CH2:10][CH2:9][CH2:8][CH2:7]1.[OH-].[Li+].Cl.C(OCC)(=O)C. The catalyst is O1CCCC1.O. The product is [CH:6]1([CH2:5][CH:4]([C:11]2[CH:16]=[CH:15][C:14]([S:17]([CH3:20])(=[O:19])=[O:18])=[C:13]([N+:21]([O-:23])=[O:22])[CH:12]=2)[C:3]([OH:24])=[O:2])[CH2:10][CH2:9][CH2:8][CH2:7]1. The yield is 0.880. (4) The reactants are [NH2:1][CH2:2][CH2:3][NH:4][C:5]1[N:10]=[C:9]([C:11]2[CH:16]=[CH:15][C:14]([C:17]#[N:18])=[CH:13][CH:12]=2)[C:8]([C:19]2[NH:20][CH:21]=[CH:22][N:23]=2)=[CH:7][N:6]=1.[N+:24]([C:27]1[CH:28]=[C:29]([CH:33]=[CH:34][CH:35]=1)[C:30](O)=[O:31])([O-:26])=[O:25].Cl.CN(C)CCCN=C=NCC. The catalyst is CN(C)C1C=CN=CC=1.CC(N(C)C)=O.C(OCC)(=O)C. The product is [C:17]([C:14]1[CH:15]=[CH:16][C:11]([C:9]2[C:8]([C:19]3[NH:23][CH:22]=[CH:21][N:20]=3)=[CH:7][N:6]=[C:5]([NH:4][CH2:3][CH2:2][NH:1][C:30]([C:29]3[CH:33]=[CH:34][CH:35]=[C:27]([N+:24]([O-:26])=[O:25])[CH:28]=3)=[O:31])[N:10]=2)=[CH:12][CH:13]=1)#[N:18]. The yield is 0.700. (5) The reactants are [Cl:1][C:2]1[CH:11]=[C:10]2[C:5]([C:6]([NH:12][CH2:13][CH:14](OC)[O:15]C)=[CH:7][CH:8]=[N:9]2)=[CH:4][CH:3]=1.FC(F)(F)C(O)=O. The catalyst is C(O)(=O)C. The product is [Cl:1][C:2]1[CH:11]=[C:10]2[C:5]([C:6]([NH:12][CH2:13][CH:14]=[O:15])=[CH:7][CH:8]=[N:9]2)=[CH:4][CH:3]=1. The yield is 1.00. (6) The reactants are [F:1][C:2]([F:7])([F:6])[C:3]([OH:5])=[O:4].[F:8][C:9]([F:14])([F:13])[C:10]([OH:12])=[O:11].[F:15][C:16]([F:21])([F:20])[C:17]([OH:19])=[O:18].[Cl:22][C:23]1[CH:24]=[N:25][C:26]2[NH:27][C:28]3[CH:29]=[N:30][CH:31]=[C:32]([CH:54]=3)[CH2:33][CH2:34][C:35]3[CH:43]=[C:39]([NH:40][C:41]=1[N:42]=2)[CH:38]=[CH:37][C:36]=3[NH:44][C:45](=[O:53])[CH2:46][CH:47]1[CH2:52][CH2:51][NH:50][CH2:49][CH2:48]1.[N:55]1[CH:60]=[CH:59][N:58]=[CH:57][C:56]=1[C:61](Cl)=[O:62]. No catalyst specified. The product is [F:1][C:2]([F:7])([F:6])[C:3]([OH:5])=[O:4].[F:8][C:9]([F:14])([F:13])[C:10]([OH:12])=[O:11].[F:15][C:16]([F:21])([F:20])[C:17]([OH:19])=[O:18].[Cl:22][C:23]1[CH:24]=[N:25][C:26]2[NH:27][C:28]3[CH:29]=[N:30][CH:31]=[C:32]([CH:54]=3)[CH2:33][CH2:34][C:35]3[CH:43]=[C:39]([NH:40][C:41]=1[N:42]=2)[CH:38]=[CH:37][C:36]=3[NH:44][C:45](=[O:53])[CH2:46][CH:47]1[CH2:52][CH2:51][N:50]([C:61]([C:56]2[CH:57]=[N:58][CH:59]=[CH:60][N:55]=2)=[O:62])[CH2:49][CH2:48]1. The yield is 0.460. (7) The reactants are [N:1]1[CH:6]=[CH:5][CH:4]=[CH:3][C:2]=1[C:7]([O:9]CC)=O.[CH2:12]([Mg]Cl)[C:13]1[CH:18]=[CH:17][CH:16]=[CH:15][CH:14]=1.[Cl-].[NH4+]. The catalyst is O1CCCC1. The product is [C:13]1([CH2:12][C:7]([C:2]2[CH:3]=[CH:4][CH:5]=[CH:6][N:1]=2)=[O:9])[CH:18]=[CH:17][CH:16]=[CH:15][CH:14]=1. The yield is 0.536. (8) The reactants are ClC(Cl)(Cl)[C:3]([NH:5][C:6]1[CH:11]=[CH:10][C:9]([C:12](=[O:20])[C:13]2[CH:18]=[CH:17][C:16]([CH3:19])=[CH:15][CH:14]=2)=[CH:8][C:7]=1[C:21](=O)[C:22]1[CH:27]=[CH:26][CH:25]=[C:24]([Cl:28])[CH:23]=1)=[O:4].[NH4+:32].C([O-])(=O)C. The catalyst is CS(C)=O. The product is [Cl:28][C:24]1[CH:23]=[C:22]([C:21]2[C:7]3[C:6](=[CH:11][CH:10]=[C:9]([C:12](=[O:20])[C:13]4[CH:14]=[CH:15][C:16]([CH3:19])=[CH:17][CH:18]=4)[CH:8]=3)[NH:5][C:3](=[O:4])[N:32]=2)[CH:27]=[CH:26][CH:25]=1. The yield is 0.630.